This data is from Clinical trial toxicity outcomes and FDA approval status for drugs. The task is: Regression/Classification. Given a drug SMILES string, predict its toxicity properties. Task type varies by dataset: regression for continuous values (e.g., LD50, hERG inhibition percentage) or binary classification for toxic/non-toxic outcomes (e.g., AMES mutagenicity, cardiotoxicity, hepatotoxicity). Dataset: clintox. (1) The compound is C#C[C@]1(OC(C)=O)CC[C@H]2[C@@H]3CCC4=C[C@@H](OC(C)=O)CC[C@@H]4[C@H]3CC[C@@]21C. The result is 0 (passed clinical trial). (2) The molecule is Nc1ccn([C@@H]2CS[C@H](CO)O2)c(=O)n1. The result is 0 (passed clinical trial).